From a dataset of Drug-target binding data from BindingDB using Ki measurements. Regression. Given a target protein amino acid sequence and a drug SMILES string, predict the binding affinity score between them. We predict pKi (pKi = -log10(Ki in M); higher means stronger inhibition). Dataset: bindingdb_ki. (1) The drug is Nc1ccc(S(N)(=O)=O)cc1Br. The target protein (Q95323) has sequence MRLLLALLVLAAAPPQARAASHWCYQIQVKPSNYTCLEPDEWEGSCQNNRQSPVNIVTAKTQLDPNLGRFSFSGYNMKHQWVVQNNGHTVMVLLENKPSIAGGGLSTRYQATQLHLHWSRAMDRGSEHSFDGERFAMEMHIVHEKEKGLSGNASQNQFAEDEIAVLAFMVEDGSKNVNFQPLVEALSDIPRPNMNTTMKEGVSLFDLLPEEESLRHYFRYLGSLTTPTCDEKVVWTVFQKPIQLHRDQILAFSQKLFYDDQQKVNMTDNVRPVQSLGQRQVFRSGAPGLLLAQPLPTLLAPVLACLTVGFLR. The pKi is 7.2. (2) The small molecule is COc1ccc2c(c1)C13CCCCC1C(C2)N(C)CC3. The target is MLLARMKPQVQPELGGADQ. The pKi is 6.6. (3) The small molecule is Cc1c(O)cccc1C(=O)N[C@@H](CSc1ccccc1)[C@H](O)CN1C[C@H]2CCCC[C@H]2C[C@H]1C(=O)NC(C)(C)C. The target protein sequence is PQITLWKRPLVTIKIGGQLKEALLDTGADNTVIEEMSLPGRWKPKMIGGIGGFIKVRQYDQIIIEIAGHKAIGTVLVGPTPVNIIGRNLLTQIGATLNF. The pKi is 8.2. (4) The drug is CSc1ccc([C@H]2CN3CCC[C@H]3c3ccccc32)cc1. The target is MLLARMKPQVQPELGGADQ. The pKi is 8.7. (5) The target protein sequence is SSPITGLVYDQRMMLHHNMWDSHHPELPQRISRIFSRHEELRLLSRCHRIPARLATEEELALCHSSKHISIIKSSEHMKPRDLNRLGDEYNSIFISNESYTCALLAAGSCFNSAQAILTGQVRNAVAIVRPPGHHAEKDTACGFCFFNTAALTARYAQSITRESLRVLIVDWDVHHGNGTQHIFEEDDSVLYISLHRYEDGAFFPNSEDANYDKVGLGKGRGYNVNIPWNGGKMGDPEYMAAFHHLVMPIAREFAPELVLVSAGFDAARGDPLGGFQVTPEGYAHLTHQLMSLAAGRVLIILEGGYNLTSISESMSMCTSMLLGDSPPSLDHLTPLKTSATVSINNVLRAHAPFWSSLR. The drug is Cc1[nH]c2ccccc2c1CCNCc1ccc(C=CC(=O)NO)cc1. The pKi is 8.8. (6) The drug is Cc1cc2ccc1[C@@H](CF)COC(=O)Nc1ccc(S(=O)(=O)C3CC3)c(c1)CN(C)C(=O)[C@@H]2Nc1ccc2c(N)nccc2c1. The target protein (P08709) has sequence MVSQALRLLCLLLGLQGCLAAGGVAKASGGETRDMPWKPGPHRVFVTQEEAHGVLHRRRRANAFLEELRPGSLERECKEEQCSFEEAREIFKDAERTKLFWISYSDGDQCASSPCQNGGSCKDQLQSYICFCLPAFEGRNCETHKDDQLICVNENGGCEQYCSDHTGTKRSCRCHEGYSLLADGVSCTPTVEYPCGKIPILEKRNASKPQGRIVGGKVCPKGECPWQVLLLVNGAQLCGGTLINTIWVVSAAHCFDKIKNWRNLIAVLGEHDLSEHDGDEQSRRVAQVIIPSTYVPGTTNHDIALLRLHQPVVLTDHVVPLCLPERTFSERTLAFVRFSLVSGWGQLLDRGATALELMVLNVPRLMTQDCLQQSRKVGDSPNITEYMFCAGYSDGSKDSCKGDSGGPHATHYRGTWYLTGIVSWGQGCATVGHFGVYTRVSQYIEWLQKLMRSEPRPGVLLRAPFP. The pKi is 6.7. (7) The compound is N[C@@H](CCCCB(O)O)C(=O)O. The target protein sequence is MLKSVATPYYPIQDEKPKLLYTSANFLGIPTNRGQPKIGTYQGPELIRKSNFFQLVAEDGIQLTDCGDIIPVELNEAEDPQRFGMKWSRSFSLTTLRIAERVEELMKQSNKHTVELSGSKSTPLVIVGGDHSMATGTILGHAEAKPDLCVLWIDAHGDINTPLNSASGNMHGMPLSFLVKELQDQIPWLDDFEGIKPCLNASNIAYIGLRDLDAHETHDIRKHGIAYFTMLDVDRMGIEAVIKEALLAVNPRLEKAIHLSFDIDALDPLVAPSTGTAVPGGLTLREGLRICEEVSATGKLSVVELAELNPLLGSQEDVLKTQSSAVHILRACLGHCRSGHLPFKVRNLTDQGIMSRAAHMQTKQ. The pKi is 5.7.